Dataset: Forward reaction prediction with 1.9M reactions from USPTO patents (1976-2016). Task: Predict the product of the given reaction. (1) The product is: [Cl:31][C:19]1[CH:18]=[C:17]([C@@:10]2([CH3:16])[C:11]([CH:13]([CH3:15])[CH3:14])=[CH:12][N:7]([CH2:6][CH2:5][C:4]([OH:33])=[O:3])[C:8](=[O:32])[NH:9]2)[CH:22]=[CH:21][C:20]=1[C:23]1[CH2:28][CH2:27][C:26]([CH3:29])([CH3:30])[CH2:25][CH:24]=1. Given the reactants C([O:3][C:4](=[O:33])[CH2:5][CH2:6][N:7]1[CH:12]=[C:11]([CH:13]([CH3:15])[CH3:14])[C@@:10]([C:17]2[CH:22]=[CH:21][C:20]([C:23]3[CH2:28][CH2:27][C:26]([CH3:30])([CH3:29])[CH2:25][CH:24]=3)=[C:19]([Cl:31])[CH:18]=2)([CH3:16])[NH:9][C:8]1=[O:32])C.[OH-].[Na+], predict the reaction product. (2) Given the reactants [Cl:1][C:2]1[CH:7]=[CH:6][C:5]([NH:8][C:9]2[CH:17]=[CH:16][CH:15]=[CH:14][C:10]=2[C:11]([OH:13])=[O:12])=[C:4]([N+:18]([O-])=O)[CH:3]=1, predict the reaction product. The product is: [NH2:18][C:4]1[CH:3]=[C:2]([Cl:1])[CH:7]=[CH:6][C:5]=1[NH:8][C:9]1[CH:17]=[CH:16][CH:15]=[CH:14][C:10]=1[C:11]([OH:13])=[O:12]. (3) Given the reactants [Br:1][C:2]1[CH:7]=[CH:6][CH:5]=[CH:4][C:3]=1B(O)O.[C:11]([NH:14][C:15]1[CH:16]=[CH:17][C:18](Br)=[C:19]([CH:25]=1)[C:20]([O:22][CH2:23][CH3:24])=[O:21])(=[O:13])[CH3:12].C(=O)([O-])[O-].[K+].[K+].C1(C)C=CC=CC=1.C(O)C, predict the reaction product. The product is: [C:11]([NH:14][C:15]1[CH:25]=[C:19]([C:20]([O:22][CH2:23][CH3:24])=[O:21])[C:18]([C:3]2[CH:4]=[CH:5][CH:6]=[CH:7][C:2]=2[Br:1])=[CH:17][CH:16]=1)(=[O:13])[CH3:12]. (4) The product is: [CH2:9]([O:16][C:17]1[C:21]([O:22][CH2:23][C:24]2[CH:29]=[CH:28][CH:27]=[CH:26][CH:25]=2)=[C:20]([I:1])[N:19]([C:30]2[CH:35]=[CH:34][C:33]([O:36][CH3:37])=[CH:32][CH:31]=2)[C:18]=1[C:38]([O:40][CH2:41][CH3:42])=[O:39])[C:10]1[CH:15]=[CH:14][CH:13]=[CH:12][CH:11]=1. Given the reactants [I:1]N1C(=O)CCC1=O.[CH2:9]([O:16][C:17]1[C:21]([O:22][CH2:23][C:24]2[CH:29]=[CH:28][CH:27]=[CH:26][CH:25]=2)=[CH:20][N:19]([C:30]2[CH:35]=[CH:34][C:33]([O:36][CH3:37])=[CH:32][CH:31]=2)[C:18]=1[C:38]([O:40][CH2:41][CH3:42])=[O:39])[C:10]1[CH:15]=[CH:14][CH:13]=[CH:12][CH:11]=1.C(OC1C(OCC2C=CC=CC=2)=C(C(OCC)=O)N(C2C=CC(OC)=CC=2)C=1C([O-])=O)C1C=CC=CC=1.C([NH+](CC)CC)C, predict the reaction product. (5) Given the reactants [CH:1]1([C:4]([CH3:6])=[O:5])[CH2:3][CH2:2]1.[CH3:7][Si:8](C#N)([CH3:10])[CH3:9].[C-:13]#[N:14].[K+], predict the reaction product. The product is: [CH:1]1([C:4]([O:5][Si:8]([CH3:10])([CH3:9])[CH3:7])([CH3:6])[C:13]#[N:14])[CH2:3][CH2:2]1. (6) Given the reactants CN(C)CCCNC(C1C=C(C2C=CC(CSCCOC3C=CC=CC=3)=CC=2)C=CC=1)=O.[O:33]([CH2:40][CH2:41][S:42][CH2:43][C:44]1[CH:45]=[C:46]([C:50]2[C:51]([C:56]([OH:58])=O)=[CH:52][CH:53]=[CH:54][CH:55]=2)[CH:47]=[CH:48][CH:49]=1)[C:34]1[CH:39]=[CH:38][CH:37]=[CH:36][CH:35]=1.[CH3:59][N:60]([CH3:64])[CH2:61][CH2:62][NH2:63], predict the reaction product. The product is: [CH3:59][N:60]([CH3:64])[CH2:61][CH2:62][NH:63][C:56]([C:51]1[C:50]([C:46]2[CH:47]=[CH:48][CH:49]=[C:44]([CH2:43][S:42][CH2:41][CH2:40][O:33][C:34]3[CH:35]=[CH:36][CH:37]=[CH:38][CH:39]=3)[CH:45]=2)=[CH:55][CH:54]=[CH:53][CH:52]=1)=[O:58].